The task is: Predict the reactants needed to synthesize the given product.. This data is from Full USPTO retrosynthesis dataset with 1.9M reactions from patents (1976-2016). (1) Given the product [CH3:11][C:12]1[C:16]([CH2:17][O:18][C:19]2[CH:20]=[CH:21][C:22]([S:25]([NH:10][C:7]3[N:8]=[N:9][C:4]([O:3][CH2:1][CH3:2])=[CH:5][CH:6]=3)(=[O:27])=[O:26])=[CH:23][CH:24]=2)=[C:15]([CH3:29])[O:14][N:13]=1, predict the reactants needed to synthesize it. The reactants are: [CH2:1]([O:3][C:4]1[N:9]=[N:8][C:7]([NH2:10])=[CH:6][CH:5]=1)[CH3:2].[CH3:11][C:12]1[C:16]([CH2:17][O:18][C:19]2[CH:24]=[CH:23][C:22]([S:25](Cl)(=[O:27])=[O:26])=[CH:21][CH:20]=2)=[C:15]([CH3:29])[O:14][N:13]=1. (2) Given the product [CH2:3]([C:17]1([C:19]([OH:21])=[O:20])[C:18]2[CH:6]=[CH:7][CH:8]=[CH:9][C:10]=2[C:11]2[C:16]1=[CH:15][CH:14]=[CH:13][CH:12]=2)[CH:2]=[CH2:1], predict the reactants needed to synthesize it. The reactants are: [CH2:1]([Li])[CH2:2][CH2:3]C.[CH:6]1[C:18]2[CH:17]([C:19]([OH:21])=[O:20])[C:16]3[C:11](=[CH:12][CH:13]=[CH:14][CH:15]=3)[C:10]=2[CH:9]=[CH:8][CH:7]=1.C(Br)C=C.O. (3) Given the product [C:1]([N:4]1[CH2:9][CH2:8][CH:7]([CH2:10][C:11]([NH:13][C:14]2[CH:19]=[CH:18][C:17]([C:25]3[CH:24]=[CH:23][C:22]([F:21])=[C:27]([F:28])[CH:26]=3)=[CH:16][CH:15]=2)=[O:12])[CH2:6][CH2:5]1)(=[O:3])[CH3:2], predict the reactants needed to synthesize it. The reactants are: [C:1]([N:4]1[CH2:9][CH2:8][CH:7]([CH2:10][C:11]([NH:13][C:14]2[CH:19]=[CH:18][C:17](Br)=[CH:16][CH:15]=2)=[O:12])[CH2:6][CH2:5]1)(=[O:3])[CH3:2].[F:21][C:22]1[CH:23]=[C:24](B(O)O)[CH:25]=[CH:26][C:27]=1[F:28]. (4) Given the product [ClH:1].[C:12]([C:16]1[CH:17]=[CH:18][C:19]([NH:22][C:23]2[C:24]3[CH2:35][CH2:34][N:33]([C:2]4[C:7]([C:8]([F:11])([F:10])[F:9])=[CH:6][CH:5]=[CH:4][N:3]=4)[CH2:32][C:25]=3[N:26]=[C:27]([CH2:29][O:30][CH3:31])[N:28]=2)=[CH:20][CH:21]=1)([CH3:15])([CH3:13])[CH3:14], predict the reactants needed to synthesize it. The reactants are: [Cl:1][C:2]1[C:7]([C:8]([F:11])([F:10])[F:9])=[CH:6][CH:5]=[CH:4][N:3]=1.[C:12]([C:16]1[CH:21]=[CH:20][C:19]([NH:22][C:23]2[C:24]3[CH2:35][CH2:34][NH:33][CH2:32][C:25]=3[N:26]=[C:27]([CH2:29][O:30][CH3:31])[N:28]=2)=[CH:18][CH:17]=1)([CH3:15])([CH3:14])[CH3:13].C(=O)([O-])[O-].[K+].[K+]. (5) Given the product [CH3:27][N:26]([CH3:29])[CH2:24][CH2:25][NH:32][C:18](=[O:19])[C:17]1[CH:21]=[CH:22][CH:23]=[C:15]([NH:14][C:12]2[CH:11]=[N:10][CH:9]=[C:8]([C:5]3[CH:4]=[CH:3][C:2]([OH:1])=[CH:7][CH:6]=3)[N:13]=2)[CH:16]=1, predict the reactants needed to synthesize it. The reactants are: [OH:1][C:2]1[CH:7]=[CH:6][C:5]([C:8]2[N:13]=[C:12]([NH:14][C:15]3[CH:16]=[C:17]([CH:21]=[CH:22][CH:23]=3)[C:18](O)=[O:19])[CH:11]=[N:10][CH:9]=2)=[CH:4][CH:3]=1.[CH2:24]([N:26]([CH2:29]C)[CH2:27]C)[CH3:25].C[N:32](C(ON1N=NC2C=CC=CC1=2)=[N+](C)C)C.[B-](F)(F)(F)F.